From a dataset of NCI-60 drug combinations with 297,098 pairs across 59 cell lines. Regression. Given two drug SMILES strings and cell line genomic features, predict the synergy score measuring deviation from expected non-interaction effect. (1) Drug 1: C1=CC(=CC=C1CCCC(=O)O)N(CCCl)CCCl. Drug 2: COC1=C2C(=CC3=C1OC=C3)C=CC(=O)O2. Cell line: MOLT-4. Synergy scores: CSS=59.4, Synergy_ZIP=6.15, Synergy_Bliss=6.07, Synergy_Loewe=-1.66, Synergy_HSA=5.19. (2) Drug 1: C1=CN(C(=O)N=C1N)C2C(C(C(O2)CO)O)O.Cl. Drug 2: CC1C(C(CC(O1)OC2CC(CC3=C2C(=C4C(=C3O)C(=O)C5=CC=CC=C5C4=O)O)(C(=O)C)O)N)O. Cell line: HOP-92. Synergy scores: CSS=70.1, Synergy_ZIP=1.04, Synergy_Bliss=0.644, Synergy_Loewe=8.70, Synergy_HSA=10.1. (3) Drug 1: CC1C(C(CC(O1)OC2CC(CC3=C2C(=C4C(=C3O)C(=O)C5=C(C4=O)C(=CC=C5)OC)O)(C(=O)C)O)N)O.Cl. Drug 2: CN(C)N=NC1=C(NC=N1)C(=O)N. Cell line: MDA-MB-435. Synergy scores: CSS=-4.36, Synergy_ZIP=0.144, Synergy_Bliss=-4.27, Synergy_Loewe=-22.1, Synergy_HSA=-9.07. (4) Drug 1: C(CC(=O)O)C(=O)CN.Cl. Drug 2: CC1=C(C(=O)C2=C(C1=O)N3CC4C(C3(C2COC(=O)N)OC)N4)N. Cell line: SK-MEL-28. Synergy scores: CSS=17.4, Synergy_ZIP=-10.2, Synergy_Bliss=-5.85, Synergy_Loewe=-18.3, Synergy_HSA=-3.51.